The task is: Predict the reactants needed to synthesize the given product.. This data is from Full USPTO retrosynthesis dataset with 1.9M reactions from patents (1976-2016). (1) Given the product [Br:24][C:25]1[C:26]([O:37][CH3:38])=[C:27]([C:32]([CH2:35][S:46][C:41]2[CH:42]=[CH:43][CH:44]=[CH:45][C:40]=2[Br:39])=[CH:33][CH:34]=1)[C:28]([O:30][CH3:31])=[O:29], predict the reactants needed to synthesize it. The reactants are: BrC1C(OC)=C(C=CC=1CSC1C=CC=CC=1C)C(OCC)=O.[Br:24][C:25]1[C:26]([O:37][CH3:38])=[C:27]([C:32]([CH2:35]Br)=[CH:33][CH:34]=1)[C:28]([O:30][CH3:31])=[O:29].[Br:39][C:40]1[CH:45]=[CH:44][CH:43]=[CH:42][C:41]=1[SH:46]. (2) Given the product [Cl:1][C:2]1[C:3]([C:8]([CH3:13])([CH3:12])[C:9]([NH:25][CH:23]2[CH2:24][CH:22]2[C:18]2[CH:19]=[CH:20][CH:21]=[C:16]([O:15][CH3:14])[CH:17]=2)=[O:11])=[N:4][CH:5]=[CH:6][N:7]=1, predict the reactants needed to synthesize it. The reactants are: [Cl:1][C:2]1[C:3]([C:8]([CH3:13])([CH3:12])[C:9]([OH:11])=O)=[N:4][CH:5]=[CH:6][N:7]=1.[CH3:14][O:15][C:16]1[CH:17]=[C:18]([CH:22]2[CH2:24][CH:23]2[NH2:25])[CH:19]=[CH:20][CH:21]=1.CN(C(ON1N=NC2C=CC=NC1=2)=[N+](C)C)C.F[P-](F)(F)(F)(F)F.CCN(C(C)C)C(C)C. (3) Given the product [CH:1]1([C:7]2[CH:8]=[C:9]3[C:16]4([CH2:18][O:19][CH3:20])[CH2:17][CH:12]([CH2:13][N:14]([CH2:25][CH2:26][CH2:27][CH2:28][CH3:29])[CH2:15]4)[CH2:11][N:10]3[C:21](=[O:23])[CH:22]=2)[CH2:2][CH2:3][CH2:4][CH2:5][CH2:6]1, predict the reactants needed to synthesize it. The reactants are: [CH:1]1([C:7]2[CH:8]=[C:9]3[C:16]4([CH2:18][O:19][CH3:20])[CH2:17][CH:12]([CH2:13][NH:14][CH2:15]4)[CH2:11][N:10]3[C:21](=[O:23])[CH:22]=2)[CH2:6][CH2:5][CH2:4][CH2:3][CH2:2]1.[Br-].[CH3:25][CH2:26][CH2:27][CH2:28][CH3:29]. (4) Given the product [CH3:63][O:17][C:13]1([O:9][CH3:7])[CH2:22][CH2:21][O:16][CH2:14][C@@H:12]1[NH2:11], predict the reactants needed to synthesize it. The reactants are: P([O-])(O)(O)=O.[K+].[CH:7]([O-:9])=O.[Na+].[NH2:11][C@H:12]([C:14]([OH:16])=O)[CH3:13].[OH-:17].[Na+].C1N=[C:21](N)[C:22]2N=CN([C@@H]3O[C@H](COP(OP(OC[C@H]4O[C@@H](N5C=C(C(N)=O)CC=C5)[C@H](O)[C@@H]4O)(O)=O)(O)=O)[C@@H](O)[C@H]3O)C=2N=1.[C:63](=O)([O-])[O-].[K+].[K+]. (5) Given the product [Cl:8][C:4]1[CH:5]=[CH:6][CH:7]=[C:2]([Cl:1])[C:3]=1[C:9]1[C:13]([CH2:14][O:15][C:16]2[CH:17]=[CH:18][C:19]([C:22]3[CH:31]=[C:30]4[C:25]([CH:26]=[CH:27][C:28]([C:32]([OH:34])=[O:33])=[CH:29]4)=[CH:24][CH:23]=3)=[CH:20][CH:21]=2)=[C:12]([CH:36]([CH3:38])[CH3:37])[O:11][N:10]=1, predict the reactants needed to synthesize it. The reactants are: [Cl:1][C:2]1[CH:7]=[CH:6][CH:5]=[C:4]([Cl:8])[C:3]=1[C:9]1[C:13]([CH2:14][O:15][C:16]2[CH:21]=[CH:20][C:19]([C:22]3[CH:31]=[C:30]4[C:25]([CH:26]=[CH:27][C:28]([C:32]([O:34]C)=[O:33])=[CH:29]4)=[CH:24][CH:23]=3)=[CH:18][CH:17]=2)=[C:12]([CH:36]([CH3:38])[CH3:37])[O:11][N:10]=1.CO.[OH-].[Na+]. (6) Given the product [C:44]12([NH:54][C:20]([C:13]3[N:12]=[C:11]([C:1]4[C:10]5[C:5](=[CH:6][CH:7]=[CH:8][CH:9]=5)[CH:4]=[CH:3][CH:2]=4)[N:15]4[CH:16]=[CH:17][CH:18]=[CH:19][C:14]=34)=[O:22])[CH2:51][CH:50]3[CH2:49][CH:48]([CH2:47][CH:46]([CH2:52]3)[CH2:45]1)[CH2:53]2, predict the reactants needed to synthesize it. The reactants are: [C:1]1([C:11]2[N:15]3[CH:16]=[CH:17][CH:18]=[CH:19][C:14]3=[C:13]([C:20]([OH:22])=O)[N:12]=2)[C:10]2[C:5](=[CH:6][CH:7]=[CH:8][CH:9]=2)[CH:4]=[CH:3][CH:2]=1.C(Cl)CCl.C1C=CC2N(O)N=NC=2C=1.CCN(CC)CC.[C:44]12([NH2:54])[CH2:53][CH:48]3[CH2:49][CH:50]([CH2:52][CH:46]([CH2:47]3)[CH2:45]1)[CH2:51]2.